This data is from Catalyst prediction with 721,799 reactions and 888 catalyst types from USPTO. The task is: Predict which catalyst facilitates the given reaction. (1) Reactant: [F:1][C:2]([F:6])([F:5])[CH2:3][NH2:4].[Cl:7][CH2:8][CH2:9][N:10]=[C:11]=[O:12]. Product: [Cl:7][CH2:8][CH2:9][NH:10][C:11]([NH:4][CH2:3][C:2]([F:6])([F:5])[F:1])=[O:12]. The catalyst class is: 1. (2) Reactant: [N+:1]([C:4]1[CH:15]=[CH:14][C:7]([O:8][CH2:9][CH2:10][C:11]([OH:13])=O)=[CH:6][CH:5]=1)([O-:3])=[O:2].O=P12OP3(OP(OP(O3)(O1)=O)(=O)O2)=O. Product: [N+:1]([C:4]1[CH:5]=[C:6]2[C:7](=[CH:14][CH:15]=1)[O:8][CH2:9][CH2:10][C:11]2=[O:13])([O-:3])=[O:2]. The catalyst class is: 65. (3) Reactant: C(N(CC)CC)C.ClCCl.[CH2:11]([C@H:13]1[NH:17][C@H:16]([CH2:18][OH:19])[CH2:15][CH2:14]1)[CH3:12].[S:20](Cl)(Cl)(=[O:22])=[O:21]. Product: [CH2:11]([C@H:13]1[N:17]2[S:20](=[O:22])(=[O:21])[O:19][CH2:18][C@@H:16]2[CH2:15][CH2:14]1)[CH3:12]. The catalyst class is: 22. (4) Reactant: [Cl:1][C:2]1[CH:3]=[C:4]2[C:8](=[CH:9][CH:10]=1)[NH:7][N:6]=[C:5]2[C:11](OC)=[O:12].[H-].C([Al+]CC(C)C)C(C)C.S([O-])([O-])(=O)=O.[Na+].[Na+]. Product: [Cl:1][C:2]1[CH:3]=[C:4]2[C:8](=[CH:9][CH:10]=1)[NH:7][N:6]=[C:5]2[CH2:11][OH:12]. The catalyst class is: 182.